The task is: Predict the reaction yield, written as a fraction of the theoretical maximum amount of product (1.0 means a 100% yield; for example, 0.34 means a 34% yield).. This data is from Reaction yield outcomes from USPTO patents with 853,638 reactions. (1) The catalyst is CC(C)=O. The product is [CH2:1]([O:8][CH:9]([CH3:14])[CH2:10][CH2:11][C:12]([OH:17])=[O:13])[C:2]1[CH:7]=[CH:6][CH:5]=[CH:4][CH:3]=1. The yield is 0.630. The reactants are [CH2:1]([O:8][CH:9]([CH3:14])[CH2:10][CH2:11][CH2:12][OH:13])[C:2]1[CH:7]=[CH:6][CH:5]=[CH:4][CH:3]=1.CC(C)=[O:17].OS(O)(=O)=O.O=[Cr](=O)=O.S([O-])([O-])=O.[Na+].[Na+]. (2) The reactants are [Cl:1][C:2]1[CH:7]=[CH:6][C:5]([SH:8])=[CH:4][CH:3]=1.[OH-].[Na+].[F:11][C:12]1[CH:19]=[CH:18][C:17]([F:20])=[CH:16][C:13]=1[CH2:14]Br. The catalyst is O. The product is [Cl:1][C:2]1[CH:7]=[CH:6][C:5]([S:8][CH2:14][C:13]2[CH:16]=[C:17]([F:20])[CH:18]=[CH:19][C:12]=2[F:11])=[CH:4][CH:3]=1. The yield is 0.996. (3) The reactants are Cl.[NH:2]1[C:6]2[CH:7]=[CH:8][C:9]([C:11]3[N:16]=[C:15]4[N:17]([CH2:21][CH:22]5[CH2:27][CH2:26][O:25][CH2:24][CH2:23]5)[C:18](=[O:20])[NH:19][C:14]4=[N:13][CH:12]=3)=[CH:10][C:5]=2[N:4]=[CH:3]1.C[Sn](C)(C)C1C=CC2NC(C(OC(C)(C)C)=O)=NC=2C=1.BrC1N=C2N(CC3CCOCC3)C(=O)NC2=NC=1. The catalyst is CN(C=O)C.Cl[Pd](Cl)([P](C1C=CC=CC=1)(C1C=CC=CC=1)C1C=CC=CC=1)[P](C1C=CC=CC=1)(C1C=CC=CC=1)C1C=CC=CC=1. The product is [NH:2]1[C:6]2[CH:7]=[CH:8][C:9]([C:11]3[N:16]=[C:15]4[N:17]([CH2:21][CH:22]5[CH2:27][CH2:26][O:25][CH2:24][CH2:23]5)[C:18](=[O:20])[NH:19][C:14]4=[N:13][CH:12]=3)=[CH:10][C:5]=2[N:4]=[CH:3]1. The yield is 0.100. (4) The reactants are [F:1][C:2]1[CH:7]=[CH:6][CH:5]=[CH:4][C:3]=1[NH:8][C:9](=[O:20])[C:10]1[CH:15]=[CH:14][C:13]([N+:16]([O-])=O)=[CH:12][C:11]=1[OH:19]. The catalyst is CCOC(C)=O.CO.[Pd]. The product is [NH2:16][C:13]1[CH:14]=[CH:15][C:10]([C:9]([NH:8][C:3]2[CH:4]=[CH:5][CH:6]=[CH:7][C:2]=2[F:1])=[O:20])=[C:11]([OH:19])[CH:12]=1. The yield is 0.590. (5) The reactants are [Br:1][C:2]1[CH:7]=[CH:6][N:5]=[C:4]([C:8]([OH:10])=O)[CH:3]=1.Cl.Cl.[CH:13]1([N:17]2[CH2:23][CH2:22][CH2:21][NH:20][CH2:19][CH2:18]2)[CH2:16][CH2:15][CH2:14]1.F[P-](F)(F)(F)(F)F.Br[P+](N1CCCC1)(N1CCCC1)N1CCCC1.CCN(C(C)C)C(C)C. The catalyst is C(Cl)Cl.[OH-].[Na+]. The product is [Br:1][C:2]1[CH:7]=[CH:6][N:5]=[C:4]([C:8]([N:20]2[CH2:21][CH2:22][CH2:23][N:17]([CH:13]3[CH2:14][CH2:15][CH2:16]3)[CH2:18][CH2:19]2)=[O:10])[CH:3]=1. The yield is 0.580.